This data is from Catalyst prediction with 721,799 reactions and 888 catalyst types from USPTO. The task is: Predict which catalyst facilitates the given reaction. Reactant: [CH3:1][S-:2].[Na+].F[C:5]1[CH:10]=[CH:9][C:8]([C:11](=[O:13])[CH3:12])=[C:7]([O:14][CH3:15])[CH:6]=1.CCOC(C)=O. Product: [CH3:15][O:14][C:7]1[CH:6]=[C:5]([S:2][CH3:1])[CH:10]=[CH:9][C:8]=1[C:11](=[O:13])[CH3:12]. The catalyst class is: 3.